From a dataset of CYP2C19 inhibition data for predicting drug metabolism from PubChem BioAssay. Regression/Classification. Given a drug SMILES string, predict its absorption, distribution, metabolism, or excretion properties. Task type varies by dataset: regression for continuous measurements (e.g., permeability, clearance, half-life) or binary classification for categorical outcomes (e.g., BBB penetration, CYP inhibition). Dataset: cyp2c19_veith. The result is 0 (non-inhibitor). The drug is COCC(=O)O[C@]1(CCN(C)CCCc2nc3ccccc3[nH]2)CCc2cc(F)ccc2[C@@H]1C(C)C.